Dataset: Reaction yield outcomes from USPTO patents with 853,638 reactions. Task: Predict the reaction yield, written as a fraction of the theoretical maximum amount of product (1.0 means a 100% yield; for example, 0.34 means a 34% yield). (1) The reactants are [C:1]([C:4]1[S:8][C:7]([C:9]2[CH:14]=[CH:13][N:12]=[C:11]([F:15])[CH:10]=2)=[C:6]([C:16]#[N:17])[C:5]=1[C:18]1[CH:23]=[CH:22][C:21]([Cl:24])=[CH:20][C:19]=1[Cl:25])(=O)[CH3:2].COC(OC)[N:29]([CH3:31])C.CC(O)=O.O.[NH2:39]N. No catalyst specified. The product is [Cl:25][C:19]1[CH:20]=[C:21]([Cl:24])[CH:22]=[CH:23][C:18]=1[C:5]1[C:6]([C:16]#[N:17])=[C:7]([C:9]2[CH:14]=[CH:13][N:12]=[C:11]([F:15])[CH:10]=2)[S:8][C:4]=1[C:1]1[NH:39][N:29]=[CH:31][CH:2]=1. The yield is 0.790. (2) The product is [F:12][C:13]1[CH:14]=[C:15]([CH:18]=[CH:19][CH:20]=1)[CH2:16][O:11][C:3]1[CH:4]=[CH:5][C:6]([N+:8]([O-:10])=[O:9])=[CH:7][C:2]=1[Cl:1]. The catalyst is O. The yield is 0.950. The reactants are [Cl:1][C:2]1[CH:7]=[C:6]([N+:8]([O-:10])=[O:9])[CH:5]=[CH:4][C:3]=1[OH:11].[F:12][C:13]1[CH:14]=[C:15]([CH:18]=[CH:19][CH:20]=1)[CH2:16]Br.C(#N)C.C(=O)([O-])[O-].[K+].[K+].